Dataset: Forward reaction prediction with 1.9M reactions from USPTO patents (1976-2016). Task: Predict the product of the given reaction. (1) Given the reactants Cl[C:2]([O:4][CH2:5][C:6]1[CH:11]=[CH:10][CH:9]=[CH:8][CH:7]=1)=[O:3].[NH2:12][C:13]1[C:22]2[C:17](=[CH:18][CH:19]=[CH:20][CH:21]=2)[C:16]([CH2:23][C:24]([O:26][CH2:27][CH3:28])=[O:25])=[C:15]([N+:29]([O-:31])=[O:30])[CH:14]=1.CCN(CC)CC, predict the reaction product. The product is: [CH2:5]([O:4][C:2]([NH:12][C:13]1[C:22]2[C:17](=[CH:18][CH:19]=[CH:20][CH:21]=2)[C:16]([CH2:23][C:24]([O:26][CH2:27][CH3:28])=[O:25])=[C:15]([N+:29]([O-:31])=[O:30])[CH:14]=1)=[O:3])[C:6]1[CH:11]=[CH:10][CH:9]=[CH:8][CH:7]=1. (2) Given the reactants [CH2:1](I)I.[O:4]1[CH2:20][CH2:19][CH2:18][CH2:17][CH2:16][CH2:15][CH2:14][CH2:13][CH:12]=[CH:11][CH2:10][CH2:9][CH2:8][CH2:7][CH2:6][C:5]1=[O:21], predict the reaction product. The product is: [CH:12]12[CH2:1][CH:13]1[CH2:14][CH2:15][CH2:16][CH2:17][CH2:18][CH2:19][CH2:20][O:4][C:5](=[O:21])[CH2:6][CH2:7][CH2:8][CH2:9][CH2:10][CH2:11]2. (3) Given the reactants Cl.[CH2:2]([O:4][C:5](=[O:8])[CH2:6][NH2:7])[CH3:3].[C:9]1([CH3:15])[CH:14]=[CH:13][CH:12]=[CH:11][CH:10]=1.C(=O)C1C=CC=CC=1.[OH-].[Na+], predict the reaction product. The product is: [CH2:2]([O:4][C:5](=[O:8])[CH2:6]/[N:7]=[CH:15]/[C:9]1[CH:14]=[CH:13][CH:12]=[CH:11][CH:10]=1)[CH3:3]. (4) The product is: [CH2:1]([O:3][C:4](=[O:31])[CH2:5][N:6]([C:7]1[CH:8]=[C:9]2[C:13](=[CH:14][C:15]=1[CH3:16])[N:12]([CH2:38][CH:39]([F:41])[F:40])[N:11]=[CH:10]2)[CH2:17][C:18]([N:20]([CH:22]1[CH2:23][C:24]2[C:29](=[CH:28][CH:27]=[CH:26][CH:25]=2)[CH2:30]1)[CH3:21])=[O:19])[CH3:2]. Given the reactants [CH2:1]([O:3][C:4](=[O:31])[CH2:5][N:6]([CH2:17][C:18]([N:20]([CH:22]1[CH2:30][C:29]2[C:24](=[CH:25][CH:26]=[CH:27][CH:28]=2)[CH2:23]1)[CH3:21])=[O:19])[C:7]1[CH:8]=[C:9]2[C:13](=[CH:14][C:15]=1[CH3:16])[NH:12][N:11]=[CH:10]2)[CH3:2].FC(F)(F)S(O[CH2:38][CH:39]([F:41])[F:40])(=O)=O, predict the reaction product. (5) Given the reactants Cl[C:2]1[CH:22]=[CH:21][CH:20]=[C:19]([Cl:23])[C:3]=1[CH2:4][N:5]1[C:13]2[C:8](=[CH:9][CH:10]=[C:11]([CH2:14][C:15]([OH:17])=[O:16])[CH:12]=2)[C:7]([CH3:18])=[N:6]1.C1(P(C2CCCCC2)C2(C(C)C)CC(C(C)C)=CC(C(C)C)=C2C2C=CC=CC=2)CCCCC1.[CH3:58][N:59](C)C=O, predict the reaction product. The product is: [Cl:23][C:19]1[CH:20]=[CH:21][CH:22]=[C:2]([C:58]#[N:59])[C:3]=1[CH2:4][N:5]1[C:13]2[C:8](=[CH:9][CH:10]=[C:11]([CH2:14][C:15]([OH:17])=[O:16])[CH:12]=2)[C:7]([CH3:18])=[N:6]1.